From a dataset of Forward reaction prediction with 1.9M reactions from USPTO patents (1976-2016). Predict the product of the given reaction. (1) Given the reactants [Br:1][C:2]1[CH:7]=[CH:6][C:5]([CH3:8])=[CH:4][C:3]=1[S:9][CH2:10][C:11]#[CH:12].CC(C)=[O:15].OOS([O-])=O.[K+].O, predict the reaction product. The product is: [Br:1][C:2]1[CH:7]=[CH:6][C:5]([CH3:8])=[CH:4][C:3]=1[S:9]([CH2:10][C:11]#[CH:12])=[O:15]. (2) Given the reactants [C:1]([O:5][C:6]([N:8]1[CH2:13][C@@H:12]([CH3:14])[NH:11][CH2:10][C@@H:9]1[CH3:15])=[O:7])([CH3:4])([CH3:3])[CH3:2].Br[C:17]1[CH:18]=[C:19]2[C:28](=[CH:29][CH:30]=1)[O:27][CH2:26][C:25]1[N:20]2[CH:21]([CH3:40])[C:22](=[O:39])[N:23]([CH2:31][O:32][CH2:33][CH2:34][Si:35]([CH3:38])([CH3:37])[CH3:36])[N:24]=1.C(O[Na])(C)(C)C, predict the reaction product. The product is: [C:1]([O:5][C:6]([N:8]1[CH2:13][C@@H:12]([CH3:14])[N:11]([C:17]2[CH:18]=[C:19]3[C:28](=[CH:29][CH:30]=2)[O:27][CH2:26][C:25]2[N:20]3[CH:21]([CH3:40])[C:22](=[O:39])[N:23]([CH2:31][O:32][CH2:33][CH2:34][Si:35]([CH3:37])([CH3:36])[CH3:38])[N:24]=2)[CH2:10][C@@H:9]1[CH3:15])=[O:7])([CH3:4])([CH3:2])[CH3:3].